Dataset: Reaction yield outcomes from USPTO patents with 853,638 reactions. Task: Predict the reaction yield, written as a fraction of the theoretical maximum amount of product (1.0 means a 100% yield; for example, 0.34 means a 34% yield). (1) The catalyst is CN(C=O)C. The product is [NH2:1][C:2]1[N:10]=[CH:9][N:8]=[C:7]2[C:3]=1[N:4]([C:17]1[CH:18]=[CH:19][C:20]([O:23][C:24]3[CH:25]=[CH:26][CH:27]=[CH:28][CH:29]=3)=[CH:21][CH:22]=1)[C:5](=[O:16])[N:6]2[C@@H:11]1[CH2:15][CH2:14][N:13]([C:38](=[O:39])/[CH:37]=[CH:36]/[CH2:35][N:34]([CH:31]2[CH2:33][CH2:32]2)[CH3:41])[CH2:12]1. The reactants are [NH2:1][C:2]1[N:10]=[CH:9][N:8]=[C:7]2[C:3]=1[N:4]([C:17]1[CH:22]=[CH:21][C:20]([O:23][C:24]3[CH:29]=[CH:28][CH:27]=[CH:26][CH:25]=3)=[CH:19][CH:18]=1)[C:5](=[O:16])[N:6]2[C@@H:11]1[CH2:15][CH2:14][NH:13][CH2:12]1.Cl.[CH:31]1([N:34]([CH3:41])[CH2:35][CH:36]=[CH:37][C:38](O)=[O:39])[CH2:33][CH2:32]1.CCN(C(C)C)C(C)C.CN(C(ON1N=NC2C=CC=CC1=2)=[N+](C)C)C.F[P-](F)(F)(F)(F)F. The yield is 0.177. (2) The reactants are Br.C[O:3][C:4]1[CH:5]=[C:6]([C:10]2[CH:11]=[CH:12][C:13]3[C:17]([C:18]4[CH:19]=[N:20][CH:21]=[CH:22][CH:23]=4)=[CH:16][O:15][C:14]=3[CH:24]=2)[CH:7]=[CH:8][CH:9]=1.[OH-].[Na+]. No catalyst specified. The product is [N:20]1[CH:21]=[CH:22][CH:23]=[C:18]([C:17]2[C:13]3[CH:12]=[CH:11][C:10]([C:6]4[CH:5]=[C:4]([OH:3])[CH:9]=[CH:8][CH:7]=4)=[CH:24][C:14]=3[O:15][CH:16]=2)[CH:19]=1. The yield is 0.760. (3) The reactants are [C:1]1([CH2:7][CH2:8][NH2:9])[CH:6]=[CH:5][CH:4]=[CH:3][CH:2]=1.CCN(CC)CC.[C:17]1([S:23](Cl)(=[O:25])=[O:24])[CH:22]=[CH:21][CH:20]=[CH:19][CH:18]=1. The catalyst is CN(C=O)C. The product is [CH2:8]([NH:9][S:23]([C:17]1[CH:22]=[CH:21][CH:20]=[CH:19][CH:18]=1)(=[O:25])=[O:24])[CH2:7][C:1]1[CH:6]=[CH:5][CH:4]=[CH:3][CH:2]=1. The yield is 0.720. (4) The reactants are [C:1]([C:3]1[CH:4]=[N:5][CH:6]=[C:7]([O:9][CH3:10])[CH:8]=1)#[CH:2].[Br:11][C:12]1[CH:17]=[C:16](I)[CH:15]=[CH:14][C:13]=1[F:19].C(N(CC)CC)C. The catalyst is C1(C=CC=CC=1)[P](C1C=CC=CC=1)(C1C=CC=CC=1)[Pd][P](C1C=CC=CC=1)(C1C=CC=CC=1)C1C=CC=CC=1.[Cu]I. The product is [Br:11][C:12]1[CH:17]=[C:16]([C:2]#[C:1][C:3]2[CH:4]=[N:5][CH:6]=[C:7]([O:9][CH3:10])[CH:8]=2)[CH:15]=[CH:14][C:13]=1[F:19]. The yield is 0.930. (5) The reactants are [CH2:1]([O:8][N:9]1[C:15](=[O:16])[N:14]2[CH2:17][C@H:10]1[CH2:11][CH2:12][C@H:13]2[C:18]([OH:20])=O)[C:2]1[CH:7]=[CH:6][CH:5]=[CH:4][CH:3]=1.[CH3:21][N:22]([C:24](=[O:27])[CH2:25][CH3:26])[NH2:23].ON1C2C=CC=CC=2N=N1.Cl.C(N=C=NCCCN(C)C)C. The catalyst is C(Cl)Cl.CN(C)C1C=CN=CC=1. The product is [CH2:1]([O:8][N:9]1[C:15](=[O:16])[N:14]2[CH2:17][C@@H:10]1[CH2:11][CH2:12][C@@H:13]2[C:18]([NH:23][N:22]([CH3:21])[C:24](=[O:27])[CH2:25][CH3:26])=[O:20])[C:2]1[CH:3]=[CH:4][CH:5]=[CH:6][CH:7]=1. The yield is 0.590. (6) The reactants are [CH3:1][O:2][C:3]1[CH:22]=[CH:21][C:6]([C:7]([CH:9]2[CH2:14][CH2:13][N:12]([CH:15]3[CH2:19][CH2:18][NH:17][C:16]3=[O:20])[CH2:11][CH2:10]2)=[O:8])=[CH:5][CH:4]=1.Cl[CH2:24][C:25]1[NH:26][C:27](=[O:35])[C:28]2[CH:33]=[N:32][N:31]([CH3:34])[C:29]=2[N:30]=1.[H-].[Na+]. The catalyst is C1COCC1.CCOCC. The product is [CH3:1][O:2][C:3]1[CH:4]=[CH:5][C:6]([C:7]([CH:9]2[CH2:14][CH2:13][N:12]([CH:15]3[CH2:19][CH2:18][N:17]([CH2:24][C:25]4[NH:26][C:27](=[O:35])[CH:28]5[CH:33]=[N:32][N:31]([CH3:34])[CH:29]5[N:30]=4)[C:16]3=[O:20])[CH2:11][CH2:10]2)=[O:8])=[CH:21][CH:22]=1. The yield is 0.870. (7) The reactants are [C:1]([C:3]1[C:11]2[C:6](=[CH:7][CH:8]=[C:9]([CH2:12][CH2:13][NH:14][C:15](=[O:30])[C:16]3[CH:21]=[CH:20][C:19]([C:22]4[CH:23]=[N:24][C:25]([O:28][CH3:29])=[CH:26][CH:27]=4)=[CH:18][CH:17]=3)[CH:10]=2)[NH:5][CH:4]=1)#[N:2].[H-].[Na+].I[CH3:34]. The catalyst is CN(C=O)C. The product is [C:1]([C:3]1[C:11]2[C:6](=[CH:7][CH:8]=[C:9]([CH2:12][CH2:13][NH:14][C:15](=[O:30])[C:16]3[CH:17]=[CH:18][C:19]([C:22]4[CH:23]=[N:24][C:25]([O:28][CH3:29])=[CH:26][CH:27]=4)=[CH:20][CH:21]=3)[CH:10]=2)[N:5]([CH3:34])[CH:4]=1)#[N:2]. The yield is 0.650.